From a dataset of Catalyst prediction with 721,799 reactions and 888 catalyst types from USPTO. Predict which catalyst facilitates the given reaction. (1) Reactant: [NH:1]1[C:9]2[C:4](=[CH:5][C:6]([C:10]#[N:11])=[CH:7][CH:8]=2)[CH:3]=[N:2]1.Br[CH2:13][CH2:14][C:15]([O:17][CH2:18][CH3:19])=[O:16].C(=O)([O-])[O-].[Cs+].[Cs+].C(OCC)(=O)C. Product: [C:10]([C:6]1[CH:5]=[C:4]2[C:9](=[CH:8][CH:7]=1)[N:1]([CH2:13][CH2:14][C:15]([O:17][CH2:18][CH3:19])=[O:16])[N:2]=[CH:3]2)#[N:11]. The catalyst class is: 3. (2) Reactant: [C:1]([C:5]1[CH:10]=[CH:9][C:8]([OH:11])=[CH:7][CH:6]=1)([CH3:4])([CH3:3])[CH3:2].[CH3:12][C:13]12[CH2:23][CH:17]3[CH2:18][C:19]([CH3:22])([CH2:21][C:15](O)([CH2:16]3)[CH2:14]1)[CH2:20]2.S(=O)(=O)(O)O.C(=O)([O-])O.[Na+]. Product: [C:1]([C:5]1[CH:6]=[CH:7][C:8]([OH:11])=[C:9]([C:17]23[CH2:23][C:13]4([CH3:12])[CH2:14][CH:15]([CH2:21][C:19]([CH3:22])([CH2:20]4)[CH2:18]2)[CH2:16]3)[CH:10]=1)([CH3:4])([CH3:2])[CH3:3]. The catalyst class is: 4. (3) Reactant: Br[CH2:2][CH2:3][C:4]1[CH:9]=[CH:8][CH:7]=[CH:6][CH:5]=1.[NH:10]1[CH2:15][CH2:14][NH:13][CH2:12][C:11]1=[O:16].C([O-])([O-])=O.[K+].[K+]. Product: [CH2:2]([N:13]1[CH2:14][CH2:15][NH:10][C:11](=[O:16])[CH2:12]1)[CH2:3][C:4]1[CH:9]=[CH:8][CH:7]=[CH:6][CH:5]=1. The catalyst class is: 16. (4) Reactant: [CH3:1][O:2][C:3]1[CH:4]=[C:5]2[C:9](=[CH:10][CH:11]=1)[C:8](=O)[CH2:7][CH2:6]2.[CH3:13][O:14][C:15](=[O:19])[CH:16](Br)[CH3:17]. Product: [CH3:1][O:2][C:3]1[CH:4]=[C:5]2[C:9]([C:8]([CH:16]([CH3:17])[C:15]([O:14][CH3:13])=[O:19])=[CH:7][CH2:6]2)=[CH:10][CH:11]=1. The catalyst class is: 324.